From a dataset of Catalyst prediction with 721,799 reactions and 888 catalyst types from USPTO. Predict which catalyst facilitates the given reaction. (1) Reactant: [CH3:1][O:2][C:3]1[CH:4]=[C:5]2[C:10](=[CH:11][C:12]=1[O:13][CH3:14])[N:9]=[CH:8][N:7]=[C:6]2[N:15]1[CH2:20][CH2:19][NH:18][CH:17]([C:21]2[CH:26]=[CH:25][CH:24]=[CH:23][CH:22]=2)[CH2:16]1.Cl.[CH3:28][N:29]([CH3:33])[CH2:30][CH2:31]Cl.C([O-])([O-])=O.[Cs+].[Cs+]. Product: [CH3:1][O:2][C:3]1[CH:4]=[C:5]2[C:10](=[CH:11][C:12]=1[O:13][CH3:14])[N:9]=[CH:8][N:7]=[C:6]2[N:15]1[CH2:20][CH2:19][N:18]([CH2:31][CH2:30][N:29]([CH3:33])[CH3:28])[CH:17]([C:21]2[CH:26]=[CH:25][CH:24]=[CH:23][CH:22]=2)[CH2:16]1. The catalyst class is: 80. (2) Reactant: [C:1]([N:8]1[CH:12]=[CH:11]N=C1)([N:3]1[CH:7]=[CH:6]N=C1)=[O:2].[CH3:13][O:14][C:15]1[CH:21]=[CH:20][C:19]([C:22]([F:25])([F:24])[F:23])=CC=1N.C1COCC1.NC1C=[CH:48][C:35]([O:36][C:37]2[CH:42]=[CH:41][N:40]=[C:39]([NH:43][CH2:44][CH2:45][CH2:46][OH:47])[N:38]=2)=[CH:34][CH:33]=1. Product: [OH:47][CH2:46][CH2:45][CH2:44][NH:43][C:39]1[N:38]=[C:37]([O:36][C:35]2[CH:48]=[CH:11][C:12]([NH:8][C:1]([NH:3][C:7]3[CH:6]=[C:19]([C:22]([F:23])([F:24])[F:25])[CH:20]=[CH:21][C:15]=3[O:14][CH3:13])=[O:2])=[CH:33][CH:34]=2)[CH:42]=[CH:41][N:40]=1. The catalyst class is: 4. (3) The catalyst class is: 1. Product: [CH3:24][C:23]1[N:26]=[C:10]([CH2:9][O:8][C:7]2[CH:6]=[CH:5][C:4]([N+:1]([O-:3])=[O:2])=[CH:14][CH:13]=2)[O:12][N:25]=1. Reactant: [N+:1]([C:4]1[CH:14]=[CH:13][C:7]([O:8][CH2:9][C:10]([OH:12])=O)=[CH:6][CH:5]=1)([O-:3])=[O:2].Cl.C(N(CC)CC)C.[C:23](=[N:26]O)([NH2:25])[CH3:24].CCN=C=NCCCN(C)C.Cl.C(N(C(C)C)CC)(C)C. (4) Reactant: [CH2:1]([C@H:8]1[N:13]([C:14]([C:16]2[N:17]=[CH:18][N:19]([C@@H:27]3[CH2:31][CH2:30][NH:29][CH2:28]3)[C:20]=2[C:21]2[CH:26]=[CH:25][CH:24]=[CH:23][CH:22]=2)=[O:15])[CH2:12][CH2:11][N:10]([C:32]([O:34][C:35]([CH3:38])([CH3:37])[CH3:36])=[O:33])[CH2:9]1)[C:2]1[CH:7]=[CH:6][CH:5]=[CH:4][CH:3]=1.C(N(CC)CC)C.[C:46](OC(=O)C)(=[O:48])[CH3:47].O. Product: [C:46]([N:29]1[CH2:30][CH2:31][C@@H:27]([N:19]2[C:20]([C:21]3[CH:26]=[CH:25][CH:24]=[CH:23][CH:22]=3)=[C:16]([C:14]([N:13]3[CH2:12][CH2:11][N:10]([C:32]([O:34][C:35]([CH3:38])([CH3:37])[CH3:36])=[O:33])[CH2:9][C@H:8]3[CH2:1][C:2]3[CH:7]=[CH:6][CH:5]=[CH:4][CH:3]=3)=[O:15])[N:17]=[CH:18]2)[CH2:28]1)(=[O:48])[CH3:47]. The catalyst class is: 1. (5) Reactant: [OH:1][CH:2]([C:10]1[CH:15]=[CH:14][C:13]([C:16]2[N:20]=[C:19]([C:21]3[O:25][N:24]=[C:23]([C:26]4[CH:31]=[CH:30][CH:29]=[CH:28][CH:27]=4)[C:22]=3[C:32]([F:35])([F:34])[F:33])[O:18][N:17]=2)=[CH:12][CH:11]=1)[C:3]([NH:5][CH2:6][C:7](O)=[O:8])=[O:4].CN1CCOCC1.Cl.Cl.[CH3:45][N:46]1[CH2:49][CH:48]([NH2:50])[CH2:47]1.CN(C(ON1N=NC2C=CC=NC1=2)=[N+](C)C)C.F[P-](F)(F)(F)(F)F. Product: [OH:1][CH:2]([C:10]1[CH:15]=[CH:14][C:13]([C:16]2[N:20]=[C:19]([C:21]3[O:25][N:24]=[C:23]([C:26]4[CH:27]=[CH:28][CH:29]=[CH:30][CH:31]=4)[C:22]=3[C:32]([F:35])([F:34])[F:33])[O:18][N:17]=2)=[CH:12][CH:11]=1)[C:3]([NH:5][CH2:6][C:7]([NH:50][CH:48]1[CH2:49][N:46]([CH3:45])[CH2:47]1)=[O:8])=[O:4]. The catalyst class is: 3. (6) Reactant: [N:1]1([C:7]2[CH:8]=[C:9]([N:16]3[CH2:21][CH2:20][O:19][CH2:18][CH2:17]3)[CH:10]=[C:11]([N+:13]([O-])=O)[CH:12]=2)[CH2:6][CH2:5][O:4][CH2:3][CH2:2]1.C([O-])=O.[NH4+]. Product: [N:1]1([C:7]2[CH:12]=[C:11]([CH:10]=[C:9]([N:16]3[CH2:17][CH2:18][O:19][CH2:20][CH2:21]3)[CH:8]=2)[NH2:13])[CH2:2][CH2:3][O:4][CH2:5][CH2:6]1. The catalyst class is: 50. (7) Reactant: [Cl:1][C:2]1[CH:3]=[CH:4][C:5]2[CH:11]([CH3:12])[NH:10][CH2:9][CH:8]([CH2:13][C:14]([F:17])([F:16])[F:15])[O:7][C:6]=2[N:18]=1.C=O.[C:21](O[BH-](OC(=O)C)OC(=O)C)(=O)C.[Na+]. Product: [Cl:1][C:2]1[CH:3]=[CH:4][C:5]2[CH:11]([CH3:12])[N:10]([CH3:21])[CH2:9][CH:8]([CH2:13][C:14]([F:17])([F:16])[F:15])[O:7][C:6]=2[N:18]=1. The catalyst class is: 5.